From a dataset of Full USPTO retrosynthesis dataset with 1.9M reactions from patents (1976-2016). Predict the reactants needed to synthesize the given product. (1) Given the product [Br:1][C:2]1[CH:7]=[C:6]([CH:5]=[CH:4][N:3]=1)[C:8]([NH:15][CH2:16][CH2:17][N:13]([CH3:14])[CH3:11])=[O:10], predict the reactants needed to synthesize it. The reactants are: [Br:1][C:2]1[CH:7]=[C:6]([C:8]([OH:10])=O)[CH:5]=[CH:4][N:3]=1.[C:11](N1C=CN=C1)([N:13]1[CH:17]=[CH:16][N:15]=[CH:14]1)=O.CN(C)CCN. (2) Given the product [ClH:31].[CH2:1]([N:3]([CH:22]([CH3:23])[CH3:24])[C:4]1[CH:21]=[N:20][C:7]2[CH2:8][NH:9][CH2:10][CH2:11][O:12][C:6]=2[N:5]=1)[CH3:2], predict the reactants needed to synthesize it. The reactants are: [CH2:1]([N:3]([CH:22]([CH3:24])[CH3:23])[C:4]1[CH:21]=[N:20][C:7]2[CH2:8][N:9](C(OC(C)(C)C)=O)[CH2:10][CH2:11][O:12][C:6]=2[N:5]=1)[CH3:2].C(OCC)(=O)C.[ClH:31].C(=O)([O-])O.[Na+].Cl. (3) Given the product [CH3:56][C:52]1[N:53]=[C:54]([CH3:55])[N:35]2[C:36]=1[C:37]([NH:39][C:40]1[CH:41]=[C:42]([O:50][CH3:51])[C:43]([O:48][CH3:49])=[C:44]([O:46][CH3:47])[CH:45]=1)=[N:38][C:33]([C:30]1[CH:29]=[CH:28][C:27]([NH:26][C:1](=[O:4])[CH3:2])=[CH:32][CH:31]=1)=[N:34]2, predict the reactants needed to synthesize it. The reactants are: [C:1]([OH:4])(=O)[CH3:2].C1C=CC2N(O)N=NC=2C=1.CN1CCOCC1.C(Cl)CCl.[NH2:26][C:27]1[CH:32]=[CH:31][C:30]([C:33]2[N:38]=[C:37]([NH:39][C:40]3[CH:45]=[C:44]([O:46][CH3:47])[C:43]([O:48][CH3:49])=[C:42]([O:50][CH3:51])[CH:41]=3)[C:36]3=[C:52]([CH3:56])[N:53]=[C:54]([CH3:55])[N:35]3[N:34]=2)=[CH:29][CH:28]=1. (4) Given the product [Cl:1][C:2]1[CH:3]=[CH:4][C:5]([CH:8]2[CH:10]([CH3:11])[CH:9]2[C:12]([OH:14])=[O:13])=[CH:6][CH:7]=1, predict the reactants needed to synthesize it. The reactants are: [Cl:1][C:2]1[CH:7]=[CH:6][C:5]([C@H:8]2[C@H:10]([CH3:11])[C@H:9]2[C:12]([O:14]CC)=[O:13])=[CH:4][CH:3]=1.[OH-].[K+]. (5) Given the product [C:1]([C:3]1[CH:4]=[C:5]([C:26]2[S:27][C:28]3[N:29]=[CH:30][N:31]=[CH:32][C:33]=3[N:34]=2)[CH:6]=[CH:7][C:8]=1[O:9][C:10]1[CH:15]=[CH:14][CH:13]=[CH:12][C:11]=1[C:16]([OH:18])=[O:17])#[N:2], predict the reactants needed to synthesize it. The reactants are: [C:1]([C:3]1[CH:4]=[C:5]([C:26]2[S:27][C:28]3[N:29]=[CH:30][N:31]=[CH:32][C:33]=3[N:34]=2)[CH:6]=[CH:7][C:8]=1[O:9][C:10]1[CH:15]=[CH:14][CH:13]=[CH:12][C:11]=1[C:16]([O:18]CC1C=CC=CC=1)=[O:17])#[N:2].[OH-].[Na+].Cl. (6) Given the product [ClH:7].[CH2:30]([O:31][C:32]([C:33]12[CH2:17][CH:18]1[CH2:8][CH2:9][CH2:10][CH2:11][NH:12]2)=[O:22])[CH3:29], predict the reactants needed to synthesize it. The reactants are: [BH4-].[Na+].CS([Cl:7])(=O)=O.[CH2:8]1[CH2:18][CH2:17]N2[C:11](=[N:12]CCC2)[CH2:10][CH2:9]1.[I-].C[S+](C)(C)=[O:22].[H-].[Na+].Cl.O1[CH2:33][CH2:32][O:31][CH2:30][CH2:29]1. (7) Given the product [CH3:1][O:2][C:3]1[CH:4]=[CH:5][C:6]([N:9]2[C:13]([C:14]3[CH:19]=[CH:18][C:17]([O:20][CH3:21])=[CH:16][CH:15]=3)=[CH:12][C:11]([CH:22]3[CH2:28][CH:27]4[N:29]([C:34](=[O:40])[N:51]([OH:52])[CH3:50])[CH:24]([CH2:25][CH2:26]4)[CH2:23]3)=[N:10]2)=[CH:7][CH:8]=1, predict the reactants needed to synthesize it. The reactants are: [CH3:1][O:2][C:3]1[CH:8]=[CH:7][C:6]([N:9]2[C:13]([C:14]3[CH:19]=[CH:18][C:17]([O:20][CH3:21])=[CH:16][CH:15]=3)=[CH:12][C:11]([CH:22]3[CH2:28][CH:27]4[NH:29][CH:24]([CH2:25][CH2:26]4)[CH2:23]3)=[N:10]2)=[CH:5][CH:4]=1.ClC(Cl)(O[C:34](=[O:40])OC(Cl)(Cl)Cl)Cl.C(N(CC)CC)C.Cl.[CH3:50][NH:51][OH:52]. (8) Given the product [ClH:18].[CH2:1]([N:3]1[CH:7]=[CH:6][C:5]([CH2:8][S:9][C:10]2[N:15]=[C:14]([OH:16])[CH:13]=[C:12]([CH3:17])[N:11]=2)=[N:4]1)[CH3:2], predict the reactants needed to synthesize it. The reactants are: [CH2:1]([N:3]1[CH:7]=[CH:6][C:5]([CH2:8][S:9][C:10]2[N:15]=[C:14]([OH:16])[CH:13]=[C:12]([CH3:17])[N:11]=2)=[N:4]1)[CH3:2].[ClH:18].O1CCOCC1. (9) Given the product [OH:6][CH:5]1[C:4]([OH:3])=[C:9]([N:10]2[CH:14]=[N:13][C:12]([C:15]([NH2:17])=[O:16])=[N:11]2)[CH:8]=[C:7]1[CH2:18][OH:19], predict the reactants needed to synthesize it. The reactants are: CC1(C)[O:6][CH:5]2[C:7]([CH2:18][O:19]C(C3C=CC=CC=3)(C3C=CC=CC=3)C3C=CC=CC=3)=[CH:8][CH:9]([N:10]3[CH:14]=[N:13][C:12]([C:15]([NH2:17])=[O:16])=[N:11]3)[CH:4]2[O:3]1.Cl.